From a dataset of Reaction yield outcomes from USPTO patents with 853,638 reactions. Predict the reaction yield, written as a fraction of the theoretical maximum amount of product (1.0 means a 100% yield; for example, 0.34 means a 34% yield). (1) The reactants are [CH3:1][O:2][C:3]1[CH:4]=[C:5]([CH:17]=[CH:18][CH:19]=1)[CH2:6][N:7]1[CH2:16][CH2:15][C:10]2(OCC[O:11]2)[CH2:9][CH2:8]1.Cl. The catalyst is [OH-].[Na+]. The product is [CH3:1][O:2][C:3]1[CH:4]=[C:5]([CH:17]=[CH:18][CH:19]=1)[CH2:6][N:7]1[CH2:8][CH2:9][C:10](=[O:11])[CH2:15][CH2:16]1. The yield is 0.830. (2) The reactants are [C:1]([O:5][C:6]([N:8]([O:26][C:27]([O:29][C:30]([CH3:33])([CH3:32])[CH3:31])=[O:28])[C:9]1([CH3:25])[C:13](=[O:14])[N:12]([CH3:15])[N:11]=[C:10]1[C:16]1[CH:21]=[CH:20][C:19]([S:22]([CH3:24])=[O:23])=[CH:18][CH:17]=1)=[O:7])([CH3:4])([CH3:3])[CH3:2].[O-2].[Mg+2].[F:36][C:37]([F:42])([F:41])[C:38]([NH2:40])=[O:39].C(OI(OC(=O)C)C1C=CC=CC=1)(=O)C. The catalyst is C(Cl)Cl. The product is [C:1]([O:5][C:6]([N:8]([O:26][C:27]([O:29][C:30]([CH3:33])([CH3:32])[CH3:31])=[O:28])[C:9]1([CH3:25])[C:13](=[O:14])[N:12]([CH3:15])[N:11]=[C:10]1[C:16]1[CH:21]=[CH:20][C:19]([S:22]([CH3:24])(=[O:23])=[N:40][C:38](=[O:39])[C:37]([F:42])([F:41])[F:36])=[CH:18][CH:17]=1)=[O:7])([CH3:4])([CH3:2])[CH3:3]. The yield is 0.730. (3) The reactants are O[CH2:2][CH2:3][CH2:4][N:5]1[CH2:10][CH2:9][N:8]([C:11]([O:13][C:14]([CH3:17])([CH3:16])[CH3:15])=[O:12])[CH2:7][CH2:6]1.C1C=CC(P(C2C=CC=CC=2)C2C=CC=CC=2)=CC=1.[I:37]I.N1C=CN=C1. The catalyst is C(Cl)Cl. The product is [I:37][CH2:2][CH2:3][CH2:4][N:5]1[CH2:10][CH2:9][N:8]([C:11]([O:13][C:14]([CH3:17])([CH3:16])[CH3:15])=[O:12])[CH2:7][CH2:6]1. The yield is 0.500. (4) The reactants are ClC(Cl)(O[C:5](=[O:11])OC(Cl)(Cl)Cl)Cl.[C:13]([O:17][C:18]([N:20]1[CH2:23][CH:22]([CH2:24][NH:25][C:26]2[N:31]=[C:30]([C:32]3[CH:37]=[CH:36][C:35]([NH2:38])=[CH:34][CH:33]=3)[N:29]=[C:28]([N:39]3[CH2:44][CH2:43][O:42][CH2:41][CH2:40]3)[N:27]=2)[CH2:21]1)=[O:19])([CH3:16])([CH3:15])[CH3:14].[NH2:45][C:46]1[CH:51]=[CH:50][N:49]=[CH:48][CH:47]=1.CCN(CC)CC. The catalyst is C(Cl)Cl. The product is [C:13]([O:17][C:18]([N:20]1[CH2:23][CH:22]([CH2:24][NH:25][C:26]2[N:27]=[C:28]([N:39]3[CH2:44][CH2:43][O:42][CH2:41][CH2:40]3)[N:29]=[C:30]([C:32]3[CH:37]=[CH:36][C:35]([NH:38][C:5]([NH:45][C:46]4[CH:51]=[CH:50][N:49]=[CH:48][CH:47]=4)=[O:11])=[CH:34][CH:33]=3)[N:31]=2)[CH2:21]1)=[O:19])([CH3:16])([CH3:14])[CH3:15]. The yield is 0.160.